Regression. Given two drug SMILES strings and cell line genomic features, predict the synergy score measuring deviation from expected non-interaction effect. From a dataset of NCI-60 drug combinations with 297,098 pairs across 59 cell lines. (1) Drug 1: CCCCCOC(=O)NC1=NC(=O)N(C=C1F)C2C(C(C(O2)C)O)O. Drug 2: C1CNP(=O)(OC1)N(CCCl)CCCl. Cell line: HT29. Synergy scores: CSS=-1.67, Synergy_ZIP=1.57, Synergy_Bliss=1.49, Synergy_Loewe=-0.796, Synergy_HSA=-2.29. (2) Drug 1: C1=CC(=C2C(=C1NCCNCCO)C(=O)C3=C(C=CC(=C3C2=O)O)O)NCCNCCO. Drug 2: C(=O)(N)NO. Cell line: SK-MEL-5. Synergy scores: CSS=34.2, Synergy_ZIP=4.58, Synergy_Bliss=6.99, Synergy_Loewe=-16.3, Synergy_HSA=3.75. (3) Drug 1: CC1=C(C(=CC=C1)Cl)NC(=O)C2=CN=C(S2)NC3=CC(=NC(=N3)C)N4CCN(CC4)CCO. Drug 2: C1=NC2=C(N1)C(=S)N=CN2. Cell line: NCIH23. Synergy scores: CSS=5.71, Synergy_ZIP=7.41, Synergy_Bliss=17.3, Synergy_Loewe=-5.04, Synergy_HSA=-0.352. (4) Drug 1: CNC(=O)C1=CC=CC=C1SC2=CC3=C(C=C2)C(=NN3)C=CC4=CC=CC=N4. Drug 2: C1CC(=O)NC(=O)C1N2C(=O)C3=CC=CC=C3C2=O. Cell line: TK-10. Synergy scores: CSS=7.08, Synergy_ZIP=0.184, Synergy_Bliss=3.95, Synergy_Loewe=2.48, Synergy_HSA=3.63. (5) Synergy scores: CSS=17.7, Synergy_ZIP=-5.02, Synergy_Bliss=-1.03, Synergy_Loewe=-30.1, Synergy_HSA=-1.53. Cell line: UACC-257. Drug 2: C1CN(P(=O)(OC1)NCCCl)CCCl. Drug 1: CCC1=CC2CC(C3=C(CN(C2)C1)C4=CC=CC=C4N3)(C5=C(C=C6C(=C5)C78CCN9C7C(C=CC9)(C(C(C8N6C)(C(=O)OC)O)OC(=O)C)CC)OC)C(=O)OC.C(C(C(=O)O)O)(C(=O)O)O. (6) Drug 1: C1=CC(=CC=C1CCCC(=O)O)N(CCCl)CCCl. Drug 2: C(CCl)NC(=O)N(CCCl)N=O. Cell line: UACC62. Synergy scores: CSS=25.7, Synergy_ZIP=-10.3, Synergy_Bliss=-6.91, Synergy_Loewe=-10.3, Synergy_HSA=-6.87.